This data is from Peptide-MHC class II binding affinity with 134,281 pairs from IEDB. The task is: Regression. Given a peptide amino acid sequence and an MHC pseudo amino acid sequence, predict their binding affinity value. This is MHC class II binding data. (1) The peptide sequence is FFALCVLGLVAAALP. The MHC is DRB1_0404 with pseudo-sequence DRB1_0404. The binding affinity (normalized) is 0.727. (2) The peptide sequence is FGQNTGAIAAAEARY. The MHC is HLA-DQA10101-DQB10501 with pseudo-sequence HLA-DQA10101-DQB10501. The binding affinity (normalized) is 0.197.